This data is from Catalyst prediction with 721,799 reactions and 888 catalyst types from USPTO. The task is: Predict which catalyst facilitates the given reaction. (1) Reactant: [S:1]1[CH:5]=[CH:4][N:3]=[C:2]1[C:6]1[NH:7][C:8]2[C:13]([CH:14]=1)=[CH:12][CH:11]=[CH:10][C:9]=2[CH2:15][OH:16].CC(OI1(OC(C)=O)(OC(C)=O)OC(=O)C2C=CC=CC1=2)=O.C(=O)([O-])O.[Na+].S([O-])([O-])(=O)=S.[Na+].[Na+]. Product: [S:1]1[CH:5]=[CH:4][N:3]=[C:2]1[C:6]1[NH:7][C:8]2[C:13]([CH:14]=1)=[CH:12][CH:11]=[CH:10][C:9]=2[CH:15]=[O:16]. The catalyst class is: 4. (2) Reactant: [Cl:1][C:2]1[CH:7]=[CH:6][C:5]([CH:8]([C:31]2[CH:36]=[CH:35][C:34]([Cl:37])=[CH:33][CH:32]=2)[C:9]2[CH:10]=[C:11]3[C:16](=[CH:17][CH:18]=2)[N:15]=[CH:14][N:13]=[C:12]3[NH:19][CH2:20][C:21]2[CH:22]=[C:23]([CH:28]=[CH:29][CH:30]=2)[C:24]([O:26]C)=[O:25])=[CH:4][CH:3]=1.CO. Product: [Cl:37][C:34]1[CH:35]=[CH:36][C:31]([CH:8]([C:5]2[CH:4]=[CH:3][C:2]([Cl:1])=[CH:7][CH:6]=2)[C:9]2[CH:10]=[C:11]3[C:16](=[CH:17][CH:18]=2)[N:15]=[CH:14][N:13]=[C:12]3[NH:19][CH2:20][C:21]2[CH:22]=[C:23]([CH:28]=[CH:29][CH:30]=2)[C:24]([OH:26])=[O:25])=[CH:32][CH:33]=1. The catalyst class is: 74. (3) Reactant: [N:1]1([CH2:6][C:7]2[CH:12]=[CH:11][C:10]([CH2:13]O)=[CH:9][CH:8]=2)[CH:5]=[CH:4][CH:3]=[N:2]1.S(Cl)([Cl:17])=O. Product: [Cl:17][CH2:13][C:10]1[CH:11]=[CH:12][C:7]([CH2:6][N:1]2[CH:5]=[CH:4][CH:3]=[N:2]2)=[CH:8][CH:9]=1. The catalyst class is: 4. (4) Reactant: [P:1]([OH:5])(O)(O)=[O:2].[C:6]1([CH:12]([NH2:19])[C:13]2[CH:18]=[CH:17][CH:16]=[CH:15][CH:14]=2)[CH:11]=[CH:10][CH:9]=[CH:8][CH:7]=1.[CH:20](=O)[C:21]1[CH:26]=[CH:25][CH:24]=[CH:23][CH:22]=1.CCOCC.CC(C)=O. Product: [CH:12]([NH:19][P:1]([CH2:20][C:21]1[CH:26]=[CH:25][CH:24]=[CH:23][CH:22]=1)(=[O:2])[OH:5])([C:13]1[CH:14]=[CH:15][CH:16]=[CH:17][CH:18]=1)[C:6]1[CH:11]=[CH:10][CH:9]=[CH:8][CH:7]=1. The catalyst class is: 8. (5) Reactant: [CH2:1]([O:8][CH2:9][C:10](Cl)=[O:11])[C:2]1[CH:7]=[CH:6][CH:5]=[CH:4][CH:3]=1.[CH2:13]([NH:15][CH2:16][CH3:17])[CH3:14]. Product: [CH2:1]([O:8][CH2:9][C:10]([N:15]([CH2:16][CH3:17])[CH2:13][CH3:14])=[O:11])[C:2]1[CH:7]=[CH:6][CH:5]=[CH:4][CH:3]=1. The catalyst class is: 2.